This data is from CYP2C9 inhibition data for predicting drug metabolism from PubChem BioAssay. The task is: Regression/Classification. Given a drug SMILES string, predict its absorption, distribution, metabolism, or excretion properties. Task type varies by dataset: regression for continuous measurements (e.g., permeability, clearance, half-life) or binary classification for categorical outcomes (e.g., BBB penetration, CYP inhibition). Dataset: cyp2c9_veith. (1) The drug is CS(=O)(=O)O.c1ccc(-c2ccc3c(c2)c2c4n3CCN=C4CCC2)cc1. The result is 1 (inhibitor). (2) The molecule is O=C1OCCC=C1[C@@H](O)CCc1ccccc1. The result is 0 (non-inhibitor). (3) The compound is CN1/C(=C\C=[N+](C)c2ccccc2)C(C)(C)c2ccccc21.[I-]. The result is 0 (non-inhibitor). (4) The molecule is CCN1CCc2c(sc(NC(=S)NC(=O)c3ccccc3)c2C#N)C1. The result is 0 (non-inhibitor). (5) The molecule is CN(C)Cc1ccccc1-c1nc(NCc2ccccc2)c2ccccc2n1. The result is 0 (non-inhibitor). (6) The molecule is CC1(C)OC(=O)NC1=O. The result is 0 (non-inhibitor). (7) The molecule is O=[N+]([O-])c1cc([As](=O)(O)O)ccc1O. The result is 0 (non-inhibitor). (8) The result is 0 (non-inhibitor). The drug is Cc1cc(C)c(-c2cc([C@H](C)O/N=C\[C@@H](C)[C@H](OCc3ccccc3)C(C)C)on2)c(C)c1.